This data is from NCI-60 drug combinations with 297,098 pairs across 59 cell lines. The task is: Regression. Given two drug SMILES strings and cell line genomic features, predict the synergy score measuring deviation from expected non-interaction effect. (1) Drug 1: CC1CCC2CC(C(=CC=CC=CC(CC(C(=O)C(C(C(=CC(C(=O)CC(OC(=O)C3CCCCN3C(=O)C(=O)C1(O2)O)C(C)CC4CCC(C(C4)OC)O)C)C)O)OC)C)C)C)OC. Drug 2: C(CN)CNCCSP(=O)(O)O. Cell line: ACHN. Synergy scores: CSS=8.56, Synergy_ZIP=-3.06, Synergy_Bliss=2.84, Synergy_Loewe=-7.06, Synergy_HSA=3.77. (2) Drug 1: CCC1=C2CN3C(=CC4=C(C3=O)COC(=O)C4(CC)O)C2=NC5=C1C=C(C=C5)O. Drug 2: C1CCC(C(C1)N)N.C(=O)(C(=O)[O-])[O-].[Pt+4]. Cell line: SK-OV-3. Synergy scores: CSS=38.6, Synergy_ZIP=0.332, Synergy_Bliss=1.09, Synergy_Loewe=-79.2, Synergy_HSA=1.26. (3) Drug 1: CC1=C(C(=CC=C1)Cl)NC(=O)C2=CN=C(S2)NC3=CC(=NC(=N3)C)N4CCN(CC4)CCO. Drug 2: CN1C2=C(C=C(C=C2)N(CCCl)CCCl)N=C1CCCC(=O)O.Cl. Cell line: ACHN. Synergy scores: CSS=34.9, Synergy_ZIP=1.75, Synergy_Bliss=3.09, Synergy_Loewe=-46.0, Synergy_HSA=0.795. (4) Drug 1: CC1CCC2CC(C(=CC=CC=CC(CC(C(=O)C(C(C(=CC(C(=O)CC(OC(=O)C3CCCCN3C(=O)C(=O)C1(O2)O)C(C)CC4CCC(C(C4)OC)OCCO)C)C)O)OC)C)C)C)OC. Drug 2: C1=CC=C(C(=C1)C(C2=CC=C(C=C2)Cl)C(Cl)Cl)Cl. Cell line: NCI-H460. Synergy scores: CSS=8.92, Synergy_ZIP=1.18, Synergy_Bliss=4.63, Synergy_Loewe=-0.187, Synergy_HSA=3.70. (5) Drug 1: CC1C(C(CC(O1)OC2CC(CC3=C2C(=C4C(=C3O)C(=O)C5=C(C4=O)C(=CC=C5)OC)O)(C(=O)CO)O)N)O.Cl. Drug 2: C1=CC=C(C(=C1)C(C2=CC=C(C=C2)Cl)C(Cl)Cl)Cl. Cell line: LOX IMVI. Synergy scores: CSS=31.1, Synergy_ZIP=14.6, Synergy_Bliss=15.2, Synergy_Loewe=-37.0, Synergy_HSA=-0.772. (6) Drug 1: CN(C)C1=NC(=NC(=N1)N(C)C)N(C)C. Drug 2: CC1CCC2CC(C(=CC=CC=CC(CC(C(=O)C(C(C(=CC(C(=O)CC(OC(=O)C3CCCCN3C(=O)C(=O)C1(O2)O)C(C)CC4CCC(C(C4)OC)O)C)C)O)OC)C)C)C)OC. Cell line: NCI-H522. Synergy scores: CSS=16.0, Synergy_ZIP=-3.07, Synergy_Bliss=-4.41, Synergy_Loewe=-34.4, Synergy_HSA=-7.18. (7) Drug 1: CCCS(=O)(=O)NC1=C(C(=C(C=C1)F)C(=O)C2=CNC3=C2C=C(C=N3)C4=CC=C(C=C4)Cl)F. Drug 2: COC1=NC(=NC2=C1N=CN2C3C(C(C(O3)CO)O)O)N. Cell line: SN12C. Synergy scores: CSS=-1.81, Synergy_ZIP=0.958, Synergy_Bliss=-0.836, Synergy_Loewe=-2.58, Synergy_HSA=-2.91.